Dataset: Peptide-MHC class I binding affinity with 185,985 pairs from IEDB/IMGT. Task: Regression. Given a peptide amino acid sequence and an MHC pseudo amino acid sequence, predict their binding affinity value. This is MHC class I binding data. (1) The peptide sequence is WQEWERKVDF. The MHC is Mamu-A07 with pseudo-sequence Mamu-A07. The binding affinity (normalized) is 0. (2) The peptide sequence is SILPISWAY. The MHC is HLA-A02:03 with pseudo-sequence HLA-A02:03. The binding affinity (normalized) is 0.0847. (3) The peptide sequence is VTEFRRTAIH. The MHC is HLA-A03:01 with pseudo-sequence HLA-A03:01. The binding affinity (normalized) is 0.0381. (4) The peptide sequence is NTYLFNILYK. The MHC is H-2-Ld with pseudo-sequence H-2-Ld. The binding affinity (normalized) is 0. (5) The peptide sequence is ANPDCKLVLK. The MHC is Mamu-B8301 with pseudo-sequence Mamu-B8301. The binding affinity (normalized) is 0.695. (6) The peptide sequence is GITRPTTVV. The MHC is HLA-A02:06 with pseudo-sequence HLA-A02:06. The binding affinity (normalized) is 0.194. (7) The peptide sequence is TSSTCMMCY. The MHC is Mamu-B01 with pseudo-sequence Mamu-B01. The binding affinity (normalized) is 0. (8) The peptide sequence is EQKRQNMVL. The MHC is BoLA-T2b with pseudo-sequence BoLA-T2b. The binding affinity (normalized) is 0.659. (9) The peptide sequence is YTVAYQATV. The MHC is HLA-A02:02 with pseudo-sequence HLA-A02:02. The binding affinity (normalized) is 0.733. (10) The peptide sequence is GLFSSDLKKL. The MHC is HLA-A01:01 with pseudo-sequence HLA-A01:01. The binding affinity (normalized) is 0.